From a dataset of Full USPTO retrosynthesis dataset with 1.9M reactions from patents (1976-2016). Predict the reactants needed to synthesize the given product. (1) Given the product [F:1][C:2]1[CH:13]=[C:12]([F:14])[CH:11]=[C:10]([F:15])[C:3]=1[CH2:4][C:5]([CH2:19][CH2:20][C:21]([F:24])([F:23])[F:22])([C:8]#[N:9])[C:6]#[N:7], predict the reactants needed to synthesize it. The reactants are: [F:1][C:2]1[CH:13]=[C:12]([F:14])[CH:11]=[C:10]([F:15])[C:3]=1[CH2:4][CH:5]([C:8]#[N:9])[C:6]#[N:7].[H-].[Na+].Br[CH2:19][CH2:20][C:21]([F:24])([F:23])[F:22]. (2) Given the product [F:36][C:35]([F:38])([F:37])[C:33]([OH:39])=[O:34].[Br:1][C:2](=[C:3]1[CH2:8][CH2:7][NH:6][CH2:5][CH2:4]1)[C:16]1[CH:17]=[C:18]([CH:19]=[CH:20][CH:21]=1)[O:22][C:23]1[CH:28]=[CH:27][C:26]([C:29]([F:31])([F:32])[F:30])=[CH:25][N:24]=1, predict the reactants needed to synthesize it. The reactants are: [Br:1][C:2]([C:16]1[CH:21]=[CH:20][CH:19]=[C:18]([O:22][C:23]2[CH:28]=[CH:27][C:26]([C:29]([F:32])([F:31])[F:30])=[CH:25][N:24]=2)[CH:17]=1)=[C:3]1[CH2:8][CH2:7][N:6](C(OC(C)(C)C)=O)[CH2:5][CH2:4]1.[C:33]([OH:39])([C:35]([F:38])([F:37])[F:36])=[O:34]. (3) Given the product [NH2:1][C@H:2]([C:8]([O-:10])=[O:9])[CH2:3][CH2:4][CH2:5][CH2:6][NH2:7].[CH3:11][N+:12]1[CH:16]=[CH:15][N:14]([CH2:17][CH2:18][CH2:19][CH2:20][CH2:21][CH2:22][CH2:23][CH3:24])[CH:13]=1, predict the reactants needed to synthesize it. The reactants are: [NH2:1][C@H:2]([C:8]([O-:10])=[O:9])[CH2:3][CH2:4][CH2:5][CH2:6][NH2:7].[CH3:11][N+:12]1[CH:16]=[CH:15][N:14]([CH2:17][CH2:18][CH2:19][CH2:20][CH2:21][CH2:22][CH2:23][CH3:24])[CH:13]=1. (4) Given the product [NH2:10][CH2:9][CH:8]([C:11]1[CH:15]=[CH:14][S:13][CH:12]=1)[OH:7], predict the reactants needed to synthesize it. The reactants are: [H-].[H-].[H-].[H-].[Li+].[Al+3].[OH:7][CH:8]([C:11]1[CH:15]=[CH:14][S:13][CH:12]=1)[C:9]#[N:10].O.[OH-].[Na+].